This data is from Forward reaction prediction with 1.9M reactions from USPTO patents (1976-2016). The task is: Predict the product of the given reaction. (1) Given the reactants [I-].[CH3:2][S+](C)(C)=O.[H-].[Na+].[O:9]=[C:10]([CH3:28])[CH2:11][N:12]1[CH2:17][CH2:16][N:15]([C:18]([O:20][CH2:21][C:22]2[CH:27]=[CH:26][CH:25]=[CH:24][CH:23]=2)=[O:19])[CH2:14][CH2:13]1, predict the reaction product. The product is: [CH3:28][C:10]1([CH2:11][N:12]2[CH2:17][CH2:16][N:15]([C:18]([O:20][CH2:21][C:22]3[CH:27]=[CH:26][CH:25]=[CH:24][CH:23]=3)=[O:19])[CH2:14][CH2:13]2)[CH2:2][O:9]1. (2) Given the reactants [CH3:1][N:2]([CH3:12])[C:3]1[CH:11]=[CH:10][C:6]([C:7](=[S:9])[NH2:8])=[CH:5][CH:4]=1.[Br:13][CH2:14][C:15]([CH2:17][Br:18])=O.Br.BrBr, predict the reaction product. The product is: [Br:13][C:14]1[S:9][C:7]([C:6]2[CH:10]=[CH:11][C:3]([N:2]([CH3:12])[CH3:1])=[CH:4][CH:5]=2)=[N:8][C:15]=1[CH2:17][Br:18]. (3) The product is: [Cl:1][C:2]1[N:7]=[C:6]([N:11]([CH3:10])[CH2:12][CH2:13][OH:14])[CH:5]=[C:4]([CH3:9])[N:3]=1. Given the reactants [Cl:1][C:2]1[N:7]=[C:6](Cl)[CH:5]=[C:4]([CH3:9])[N:3]=1.[CH3:10][NH:11][CH2:12][CH2:13][OH:14], predict the reaction product. (4) Given the reactants [Cl:1][C:2]1[CH:7]=[CH:6][C:5]([S:8]([C:11]2([C:27]3[CH:32]=[C:31]([F:33])[CH:30]=[CH:29][C:28]=3[F:34])[CH2:16][CH2:15][CH:14]([CH2:17][C:18]([C:20]3[O:24][C:23]([CH:25]=[O:26])=[CH:22][CH:21]=3)=[O:19])[CH2:13][CH2:12]2)(=[O:10])=[O:9])=[CH:4][CH:3]=1.S(=O)(=O)([OH:37])N.Cl([O-])=O.[Na+], predict the reaction product. The product is: [Cl:1][C:2]1[CH:7]=[CH:6][C:5]([S:8]([C:11]2([C:27]3[CH:32]=[C:31]([F:33])[CH:30]=[CH:29][C:28]=3[F:34])[CH2:12][CH2:13][CH:14]([CH2:17][C:18]([C:20]3[O:24][C:23]([C:25]([OH:37])=[O:26])=[CH:22][CH:21]=3)=[O:19])[CH2:15][CH2:16]2)(=[O:10])=[O:9])=[CH:4][CH:3]=1. (5) Given the reactants [F:1]C1C=C2C(=C(CSC)C=1)NC=C2.[Cl:14][C:15]1[CH:20]=[C:19](F)[C:18](C(C2CC2)O)=[C:17]([F:27])[CH:16]=1.ClC1C=CC([CH:35]([CH:48]2[CH2:50][CH2:49]2)[C:36]2[C:44]3[C:39](=[C:40]([CH2:45][S:46][CH3:47])[CH:41]=[CH:42][CH:43]=3)[NH:38][CH:37]=2)=CC=1, predict the reaction product. The product is: [Cl:14][C:15]1[CH:16]=[C:17]([F:27])[CH:18]=[CH:19][C:20]=1[CH:35]([CH:48]1[CH2:49][CH2:50]1)[C:36]1[C:44]2[C:39](=[C:40]([CH2:45][S:46][CH3:47])[CH:41]=[C:42]([F:1])[CH:43]=2)[NH:38][CH:37]=1.